From a dataset of Full USPTO retrosynthesis dataset with 1.9M reactions from patents (1976-2016). Predict the reactants needed to synthesize the given product. (1) Given the product [C:26]([C:28]1[CH:33]=[C:32]([C:2]2[N:3]=[CH:4][N:5]([C:7]([C:8]3[CH:9]=[CH:10][CH:11]=[CH:12][CH:13]=3)([C:14]3[CH:19]=[CH:18][CH:17]=[CH:16][CH:15]=3)[C:20]3[CH:21]=[CH:22][CH:23]=[CH:24][CH:25]=3)[CH:6]=2)[CH:31]=[CH:30][CH:29]=1)#[N:27], predict the reactants needed to synthesize it. The reactants are: Br[C:2]1[N:3]=[CH:4][N:5]([C:7]([C:20]2[CH:25]=[CH:24][CH:23]=[CH:22][CH:21]=2)([C:14]2[CH:19]=[CH:18][CH:17]=[CH:16][CH:15]=2)[C:8]2[CH:13]=[CH:12][CH:11]=[CH:10][CH:9]=2)[CH:6]=1.[C:26]([C:28]1[CH:29]=[C:30](B(O)O)[CH:31]=[CH:32][CH:33]=1)#[N:27].COCCOC.C(=O)([O-])[O-].[Na+].[Na+]. (2) Given the product [Cl:1][C:2]1[S:6][C:5]([C:7]2[N:8]=[C:9]([NH:12][S:25]([C:22]3[CH:21]=[CH:20][C:19]([C:13]4[CH:18]=[CH:17][CH:16]=[CH:15][CH:14]=4)=[CH:24][CH:23]=3)(=[O:27])=[O:26])[S:10][CH:11]=2)=[CH:4][CH:3]=1, predict the reactants needed to synthesize it. The reactants are: [Cl:1][C:2]1[S:6][C:5]([C:7]2[N:8]=[C:9]([NH2:12])[S:10][CH:11]=2)=[CH:4][CH:3]=1.[C:13]1([C:19]2[CH:24]=[CH:23][C:22]([S:25](Cl)(=[O:27])=[O:26])=[CH:21][CH:20]=2)[CH:18]=[CH:17][CH:16]=[CH:15][CH:14]=1. (3) Given the product [C:10]([O:9][C:6]1[CH:7]=[CH:8][C:3]([CH2:2][OH:1])=[CH:4][CH:5]=1)(=[O:13])[CH:17]=[CH2:18], predict the reactants needed to synthesize it. The reactants are: [OH:1][CH2:2][C:3]1[CH:8]=[CH:7][C:6]([OH:9])=[CH:5][CH:4]=1.[C:10](=[O:13])([O-])[O-].[K+].[K+].Br[CH2:17][CH2:18]C=C. (4) Given the product [C:1]1([S:7]([CH2:8][CH2:9][CH2:10][CH2:11][CH2:12][C:13]([C:15]2[O:16][C:17]([C:20]3[CH:25]=[CH:24][CH:23]=[CH:22][N:21]=3)=[CH:18][N:19]=2)=[O:14])=[O:34])[CH:2]=[CH:3][CH:4]=[CH:5][CH:6]=1, predict the reactants needed to synthesize it. The reactants are: [C:1]1([S:7][CH2:8][CH2:9][CH2:10][CH2:11][CH2:12][C:13]([C:15]2[O:16][C:17]([C:20]3[CH:25]=[CH:24][CH:23]=[CH:22][N:21]=3)=[CH:18][N:19]=2)=[O:14])[CH:6]=[CH:5][CH:4]=[CH:3][CH:2]=1.C1C=C(Cl)C=C(C(OO)=[O:34])C=1. (5) Given the product [CH2:14]([O:13][C:12]([NH:11][CH:7]1[C:8]2[C:4](=[CH:3][C:2]([C:22]([O:23][CH3:28])=[O:25])=[CH:10][CH:9]=2)[CH2:5][CH2:6]1)=[O:21])[C:15]1[CH:20]=[CH:19][CH:18]=[CH:17][CH:16]=1, predict the reactants needed to synthesize it. The reactants are: Br[C:2]1[CH:3]=[C:4]2[C:8](=[CH:9][CH:10]=1)[CH:7]([NH:11][C:12](=[O:21])[O:13][CH2:14][C:15]1[CH:20]=[CH:19][CH:18]=[CH:17][CH:16]=1)[CH2:6][CH2:5]2.[C:22](=[O:25])([O-])[O-:23].[Na+].[Na+].[CH3:28]N(C=O)C. (6) Given the product [F:14][C:9]1[CH:10]=[CH:11][CH:12]=[CH:13][C:8]=1[C:6](=[O:7])[CH2:5][CH2:4][CH2:3][CH2:2][N:15]1[CH2:20][CH2:19][CH:18]([C:21]2[CH:22]=[C:23]([NH:27][C:28](=[O:31])[CH2:29][CH3:30])[CH:24]=[CH:25][CH:26]=2)[CH2:17][CH2:16]1, predict the reactants needed to synthesize it. The reactants are: Cl[CH2:2][CH2:3][CH2:4][CH2:5][C:6]([C:8]1[CH:13]=[CH:12][CH:11]=[CH:10][C:9]=1[F:14])=[O:7].[NH:15]1[CH2:20][CH2:19][CH:18]([C:21]2[CH:22]=[C:23]([NH:27][C:28](=[O:31])[CH2:29][CH3:30])[CH:24]=[CH:25][CH:26]=2)[CH2:17][CH2:16]1. (7) Given the product [Cl:32][C:29]1[CH:28]=[CH:27][C:26]([O:25][CH2:24][CH2:23][NH:22][C:19]2[CH:20]=[CH:21][C:16]([O:15][C:6]3[C:5]4[C:10](=[CH:11][C:12]([O:13][CH3:14])=[C:3]([O:2][CH3:1])[CH:4]=4)[N:9]=[CH:8][CH:7]=3)=[CH:17][CH:18]=2)=[CH:31][CH:30]=1, predict the reactants needed to synthesize it. The reactants are: [CH3:1][O:2][C:3]1[CH:4]=[C:5]2[C:10](=[CH:11][C:12]=1[O:13][CH3:14])[N:9]=[CH:8][CH:7]=[C:6]2[O:15][C:16]1[CH:21]=[CH:20][C:19]([NH:22][C:23](=O)[CH2:24][O:25][C:26]2[CH:31]=[CH:30][C:29]([Cl:32])=[CH:28][CH:27]=2)=[CH:18][CH:17]=1.Cl.[OH-].[Na+]. (8) Given the product [CH3:25][O:26][C:27](=[O:33])[C@H:28]([CH:30]([CH3:32])[CH3:31])[NH:29][CH2:2][C:3]1[CH:8]=[CH:7][C:6]([C:9]2[CH:14]=[CH:13][CH:12]=[CH:11][C:10]=2[C:15]#[N:16])=[CH:5][CH:4]=1, predict the reactants needed to synthesize it. The reactants are: Br[CH2:2][C:3]1[CH:8]=[CH:7][C:6]([C:9]2[CH:14]=[CH:13][CH:12]=[CH:11][C:10]=2[C:15]#[N:16])=[CH:5][CH:4]=1.C(=O)([O-])[O-].[K+].[K+].O.Cl.[CH3:25][O:26][C:27](=[O:33])[C@H:28]([CH:30]([CH3:32])[CH3:31])[NH2:29]. (9) Given the product [C:14]([O:18][C:19](=[O:26])[NH:20][C@H:21]1[CH2:22][C@H:23]([N:8]2[C:5]3=[N:6][CH:7]=[C:2]([Br:1])[CH:3]=[C:4]3[C:10]([F:12])([F:11])[C:9]2=[O:13])[CH2:24]1)([CH3:17])([CH3:15])[CH3:16], predict the reactants needed to synthesize it. The reactants are: [Br:1][C:2]1[CH:3]=[C:4]2[C:10]([F:12])([F:11])[C:9](=[O:13])[NH:8][C:5]2=[N:6][CH:7]=1.[C:14]([O:18][C:19](=[O:26])[NH:20][C@H:21]1[CH2:24][C@@H:23](O)[CH2:22]1)([CH3:17])([CH3:16])[CH3:15].C1(P(C2C=CC=CC=2)C2C=CC=CC=2)C=CC=CC=1.N(C(OC(C)C)=O)=NC(OC(C)C)=O.